From a dataset of Catalyst prediction with 721,799 reactions and 888 catalyst types from USPTO. Predict which catalyst facilitates the given reaction. (1) Reactant: [OH:1][C:2]1[CH:11]=[CH:10][C:9]([OH:12])=[CH:8][C:3]=1[C:4]([O:6][CH3:7])=[O:5].[Cl:13][CH2:14][CH2:15]Cl.C(=O)([O-])[O-].[K+].[K+]. Product: [CH3:7][O:6][C:4](=[O:5])[C:3]1[CH:8]=[C:9]([O:12][CH2:15][CH2:14][Cl:13])[CH:10]=[CH:11][C:2]=1[OH:1]. The catalyst class is: 10. (2) Reactant: [F:1][C@H:2]1[C@@H:7]([O:8][C:9]2[CH:16]=[CH:15][C:14]([C:17]3[N:22]=[C:21]([NH:23][C:24]4[CH:29]=[CH:28][C:27]([N:30]5[CH2:35][CH2:34][N:33]([CH:36]6[CH2:39][O:38][CH2:37]6)[CH2:32][CH2:31]5)=[CH:26][CH:25]=4)[N:20]=[CH:19][N:18]=3)=[CH:13][C:10]=2[C:11]#[N:12])[CH2:6][CH2:5][NH:4][CH2:3]1.CN(C(ON1N=NC2C=CC=NC1=2)=[N+](C)C)C.F[P-](F)(F)(F)(F)F.CCN(C(C)C)C(C)C.[CH3:73][C@@H:74]1[O:78][C:77](=[O:79])[NH:76][C@@H:75]1[C:80](O)=[O:81]. Product: [F:1][C@H:2]1[C@@H:7]([O:8][C:9]2[CH:16]=[CH:15][C:14]([C:17]3[N:22]=[C:21]([NH:23][C:24]4[CH:29]=[CH:28][C:27]([N:30]5[CH2:31][CH2:32][N:33]([CH:36]6[CH2:39][O:38][CH2:37]6)[CH2:34][CH2:35]5)=[CH:26][CH:25]=4)[N:20]=[CH:19][N:18]=3)=[CH:13][C:10]=2[C:11]#[N:12])[CH2:6][CH2:5][N:4]([C:80]([C@@H:75]2[C@H:74]([CH3:73])[O:78][C:77](=[O:79])[NH:76]2)=[O:81])[CH2:3]1. The catalyst class is: 3. (3) Reactant: Br[C:2]1[C:11]([CH3:12])=[CH:10][CH:9]=[C:8]2[C:3]=1[CH:4]=[CH:5][CH:6]=[N:7]2.[CH:13]1([CH2:19][NH2:20])[CH2:18][CH2:17][CH2:16][CH2:15][CH2:14]1.C(N(CC)CC)C.CN1CCC[C:30]1=[O:34]. Product: [CH:13]1([CH2:19][NH:20][C:30]([C:2]2[C:3]3[CH:4]=[CH:5][CH:6]=[N:7][C:8]=3[CH:9]=[CH:10][C:11]=2[CH3:12])=[O:34])[CH2:18][CH2:17][CH2:16][CH2:15][CH2:14]1. The catalyst class is: 235. (4) Reactant: C(=O)([O-])[O-].[K+].[K+].[F:7][C:8]1[CH:9]=[C:10]([C:15]2[CH:20]=[CH:19][C:18]([CH2:21][CH2:22][C@@H:23]([O:41]C=O)[C@H:24]([CH2:28][CH2:29][N:30]3[C:38](=[O:39])[C:37]4[C:32](=[CH:33][CH:34]=[CH:35][CH:36]=4)[C:31]3=[O:40])[C:25]([OH:27])=[O:26])=[CH:17][CH:16]=2)[CH:11]=[C:12]([F:14])[CH:13]=1. Product: [F:14][C:12]1[CH:11]=[C:10]([C:15]2[CH:20]=[CH:19][C:18]([CH2:21][CH2:22][C@@H:23]([OH:41])[C@H:24]([CH2:28][CH2:29][N:30]3[C:31](=[O:40])[C:32]4[C:37](=[CH:36][CH:35]=[CH:34][CH:33]=4)[C:38]3=[O:39])[C:25]([OH:27])=[O:26])=[CH:17][CH:16]=2)[CH:9]=[C:8]([F:7])[CH:13]=1. The catalyst class is: 5. (5) Reactant: [Cl:1][C:2]1[CH:7]=[CH:6][C:5]([C:8]2[S:9][C:10]([CH:13]=[O:14])=[CH:11][N:12]=2)=[CH:4][CH:3]=1.[CH3:15][Mg]Cl. Product: [Cl:1][C:2]1[CH:3]=[CH:4][C:5]([C:8]2[S:9][C:10]([CH:13]([OH:14])[CH3:15])=[CH:11][N:12]=2)=[CH:6][CH:7]=1. The catalyst class is: 1. (6) Reactant: Cl[C:2]1[N:7]=[C:6]([NH2:8])[CH:5]=[N:4][C:3]=1I.N#N.B(O)(O)[C:13]1[CH:14]=[CH:15][C:16]([CH3:19])=[CH:17][CH:18]=1.C([O-])([O-])=O.[K+].[K+]. Product: [C:16]1([CH3:19])[CH:15]=[CH:14][C:13]([C:3]2[N:4]=[CH:5][C:6]([NH2:8])=[N:7][C:2]=2[C:13]2[CH:18]=[CH:17][C:16]([CH3:19])=[CH:15][CH:14]=2)=[CH:18][CH:17]=1. The catalyst class is: 368. (7) Reactant: [OH:1][C:2]1[C:3]([C:8]([O:10][CH2:11][CH3:12])=[O:9])=[N:4][CH:5]=[CH:6][CH:7]=1.C(=O)([O-])[O-].[K+].[K+].Br[CH2:20][C:21]([O:23][CH2:24][CH3:25])=[O:22]. Product: [CH2:11]([O:10][C:8]([C:3]1[C:2]([O:1][CH2:20][C:21]([O:23][CH2:24][CH3:25])=[O:22])=[CH:7][CH:6]=[CH:5][N:4]=1)=[O:9])[CH3:12]. The catalyst class is: 21.